From a dataset of Reaction yield outcomes from USPTO patents with 853,638 reactions. Predict the reaction yield, written as a fraction of the theoretical maximum amount of product (1.0 means a 100% yield; for example, 0.34 means a 34% yield). (1) The reactants are Cl[CH2:2][C:3]1[NH:4][CH:5]=[C:6]([CH3:8])[N:7]=1.[C-:9]#[N:10].[K+]. The catalyst is C(O)C. The product is [CH3:8][C:6]1[N:7]=[C:3]([CH2:2][C:9]#[N:10])[NH:4][CH:5]=1. The yield is 0.660. (2) The reactants are [CH2:1]([O:3][CH:4]([O:7][CH2:8][CH3:9])[CH2:5]Cl)[CH3:2].[C:10]([O-:18])(=[O:17])[C:11]1[CH:16]=[CH:15][CH:14]=[CH:13][CH:12]=1.[K+].CN(C=O)C.O. The catalyst is C(OCC)(=O)C. The product is [CH2:1]([O:3][CH:4]([O:7][CH2:8][CH3:9])[CH2:5][O:18][C:10](=[O:17])[C:11]1[CH:16]=[CH:15][CH:14]=[CH:13][CH:12]=1)[CH3:2]. The yield is 0.300.